This data is from Peptide-MHC class I binding affinity with 185,985 pairs from IEDB/IMGT. The task is: Regression. Given a peptide amino acid sequence and an MHC pseudo amino acid sequence, predict their binding affinity value. This is MHC class I binding data. (1) The peptide sequence is ANYYYTHL. The MHC is H-2-Db with pseudo-sequence H-2-Db. The binding affinity (normalized) is 0.316. (2) The peptide sequence is YFLESNFFI. The MHC is HLA-A02:03 with pseudo-sequence HLA-A02:03. The binding affinity (normalized) is 0.305. (3) The peptide sequence is TNYSGFMPK. The MHC is HLA-A68:01 with pseudo-sequence HLA-A68:01. The binding affinity (normalized) is 0.797. (4) The peptide sequence is GSFKEYVFW. The MHC is HLA-B15:01 with pseudo-sequence HLA-B15:01. The binding affinity (normalized) is 0.201. (5) The MHC is HLA-B44:03 with pseudo-sequence HLA-B44:03. The peptide sequence is GSVNVVYTF. The binding affinity (normalized) is 0.257.